From a dataset of Catalyst prediction with 721,799 reactions and 888 catalyst types from USPTO. Predict which catalyst facilitates the given reaction. (1) Reactant: [CH3:1][O:2][C:3]([C:5]1[C:13]2[N:12]=[C:11]([NH2:14])[NH:10][C:9]=2[CH:8]=[CH:7][CH:6]=1)=[O:4].[CH2:15](Br)[C:16]1[CH:21]=[CH:20][CH:19]=[CH:18][CH:17]=1. Product: [CH3:1][O:2][C:3]([C:5]1[C:13]2[N:12]=[C:11]([NH2:14])[N:10]([CH2:15][C:16]3[CH:21]=[CH:20][CH:19]=[CH:18][CH:17]=3)[C:9]=2[CH:8]=[CH:7][CH:6]=1)=[O:4]. The catalyst class is: 16. (2) The catalyst class is: 13. Product: [ClH:21].[F:1][C:2]1([C:15]2[CH:20]=[CH:19][CH:18]=[CH:17][N:16]=2)[CH2:3][CH2:4][NH:5][CH2:6][CH2:7]1. Reactant: [F:1][C:2]1([C:15]2[CH:20]=[CH:19][CH:18]=[CH:17][N:16]=2)[CH2:7][CH2:6][N:5](C(OC(C)(C)C)=O)[CH2:4][CH2:3]1.[ClH:21]. (3) Reactant: [H-].[Na+].Cl[C:4]1[CH:14]=[CH:13][C:7]([C:8]([O:10][CH2:11][CH3:12])=[O:9])=[C:6]([NH:15][CH2:16][CH:17]2[CH2:19][CH2:18]2)[N:5]=1.[F:20][C:21]([F:25])([F:24])[CH2:22][OH:23]. The catalyst class is: 3. Product: [CH:17]1([CH2:16][NH:15][C:6]2[N:5]=[C:4]([O:23][CH2:22][C:21]([F:25])([F:24])[F:20])[CH:14]=[CH:13][C:7]=2[C:8]([O:10][CH2:11][CH3:12])=[O:9])[CH2:19][CH2:18]1. (4) Reactant: [Cl:1][C:2]1[CH:10]=[CH:9][C:5]([C:6]([OH:8])=O)=[CH:4][N:3]=1.Cl.C(N=C=NCCCN(C)C)C.OC1C2N=NNC=2C=CC=1.C(N(CC)CC)C.[CH3:40][O:41][C:42]1[CH:47]=[CH:46][C:45]([NH2:48])=[C:44]([NH2:49])[CH:43]=1. Product: [NH2:49][C:44]1[CH:43]=[C:42]([O:41][CH3:40])[CH:47]=[CH:46][C:45]=1[NH:48][C:6](=[O:8])[C:5]1[CH:9]=[CH:10][C:2]([Cl:1])=[N:3][CH:4]=1. The catalyst class is: 650. (5) Reactant: [N+:1]([C:4]1[CH:5]=[CH:6][C:7]([N:10]2[CH2:15][CH2:14][O:13][CH2:12][CH2:11]2)=[N:8][CH:9]=1)([O-])=O. Product: [O:13]1[CH2:14][CH2:15][N:10]([C:7]2[N:8]=[CH:9][C:4]([NH2:1])=[CH:5][CH:6]=2)[CH2:11][CH2:12]1. The catalyst class is: 123. (6) Reactant: [Al+3].[Cl-].[Cl-].[Cl-].[C:5]12([C:15](Cl)=[O:16])[CH2:14][CH:9]3[CH2:10][CH:11]([CH2:13][CH:7]([CH2:8]3)[CH2:6]1)[CH2:12]2.[F:18][C:19]1[CH:20]=[C:21]([OH:25])[CH:22]=[CH:23][CH:24]=1.CCCCCCC.C1(C)C=CC=CC=1. Product: [C:5]12([C:15]([C:24]3[CH:23]=[CH:22][C:21]([OH:25])=[CH:20][C:19]=3[F:18])=[O:16])[CH2:14][CH:9]3[CH2:10][CH:11]([CH2:13][CH:7]([CH2:8]3)[CH2:6]1)[CH2:12]2. The catalyst class is: 26.